From a dataset of Full USPTO retrosynthesis dataset with 1.9M reactions from patents (1976-2016). Predict the reactants needed to synthesize the given product. (1) Given the product [NH2:47][C:44]1[CH:45]=[CH:46][C:41]([C@@H:40]([OH:50])[CH2:39][N:31]([CH2:30][CH2:29][C:26]2[CH:27]=[CH:28][C:23]([C:20]3[CH:21]=[CH:22][C:17]([C:15]([NH:14][S:11]([CH2:10][CH2:9][OH:8])(=[O:13])=[O:12])=[O:16])=[C:18]([O:51][CH:52]4[CH2:53][CH2:54][CH2:55][CH2:56][CH2:57]4)[CH:19]=3)=[CH:24][CH:25]=2)[C:32](=[O:38])[O:33][C:34]([CH3:35])([CH3:37])[CH3:36])=[CH:42][CH:43]=1, predict the reactants needed to synthesize it. The reactants are: C([O:8][CH2:9][CH2:10][S:11]([NH:14][C:15]([C:17]1[CH:22]=[CH:21][C:20]([C:23]2[CH:28]=[CH:27][C:26]([CH2:29][CH2:30][N:31]([CH2:39][C@H:40]([OH:50])[C:41]3[CH:46]=[CH:45][C:44]([N+:47]([O-])=O)=[CH:43][CH:42]=3)[C:32](=[O:38])[O:33][C:34]([CH3:37])([CH3:36])[CH3:35])=[CH:25][CH:24]=2)=[CH:19][C:18]=1[O:51][CH:52]1[CH2:57][CH2:56][CH2:55][CH2:54][CH2:53]1)=[O:16])(=[O:13])=[O:12])C1C=CC=CC=1.C([O-])=O.[NH4+].CO. (2) Given the product [CH3:92][O:91][C:89](=[O:90])[CH2:88][CH2:87][S:86][C:2]1[CH:3]=[C:4]([O:28][C:29]2[CH:34]=[CH:33][CH:32]=[CH:31][CH:30]=2)[C:5]([NH:8][C:9]2[S:10][CH:11]=[C:12]([CH2:14][CH:15]3[CH2:20][CH2:19][N:18]([C:21]([O:23][C:24]([CH3:27])([CH3:26])[CH3:25])=[O:22])[CH2:17][CH2:16]3)[N:13]=2)=[N:6][CH:7]=1, predict the reactants needed to synthesize it. The reactants are: Br[C:2]1[CH:3]=[C:4]([O:28][C:29]2[CH:34]=[CH:33][CH:32]=[CH:31][CH:30]=2)[C:5]([NH:8][C:9]2[S:10][CH:11]=[C:12]([CH2:14][CH:15]3[CH2:20][CH2:19][N:18]([C:21]([O:23][C:24]([CH3:27])([CH3:26])[CH3:25])=[O:22])[CH2:17][CH2:16]3)[N:13]=2)=[N:6][CH:7]=1.C(N(C(C)C)C(C)C)C.C1(P(C2C=CC=CC=2)C2C3OC4C(=CC=CC=4P(C4C=CC=CC=4)C4C=CC=CC=4)C(C)(C)C=3C=CC=2)C=CC=CC=1.[SH:86][CH2:87][CH2:88][C:89]([O:91][CH3:92])=[O:90].